From a dataset of Full USPTO retrosynthesis dataset with 1.9M reactions from patents (1976-2016). Predict the reactants needed to synthesize the given product. (1) The reactants are: [H-].[Na+].[Cl:3][C:4]1[CH:5]=[CH:6][C:7]([O:19][CH2:20][CH:21]([CH3:23])[CH3:22])=[C:8]([CH2:10][N:11]2[C:15]([CH3:16])=[CH:14][C:13]([C:17]#[N:18])=[N:12]2)[CH:9]=1.[CH3:24][OH:25]. Given the product [ClH:3].[Cl:3][C:4]1[CH:5]=[CH:6][C:7]([O:19][CH2:20][CH:21]([CH3:23])[CH3:22])=[C:8]([CH2:10][N:11]2[C:15]([CH3:16])=[CH:14][C:13]([C:17](=[NH:18])[O:25][CH3:24])=[N:12]2)[CH:9]=1, predict the reactants needed to synthesize it. (2) Given the product [Br:19][C:6]1[C:5]([O:20][CH3:21])=[C:4]2[C:9]([CH:10]=[N:11][C:2]([I:22])=[N:3]2)=[C:8]([C:12]2[CH:17]=[CH:16][CH:15]=[C:14]([Cl:18])[CH:13]=2)[CH:7]=1, predict the reactants needed to synthesize it. The reactants are: N[C:2]1[N:11]=[CH:10][C:9]2[C:4](=[C:5]([O:20][CH3:21])[C:6]([Br:19])=[CH:7][C:8]=2[C:12]2[CH:17]=[CH:16][CH:15]=[C:14]([Cl:18])[CH:13]=2)[N:3]=1.[I:22]CI.N(OCCC(C)C)=O. (3) Given the product [N:1]([CH:4]([C:6]1[CH:11]=[N:10][CH:9]=[CH:8][C:7]=1[C:21]1[C:14]2[S:13][CH:17]=[CH:16][C:15]=2[CH:18]=[CH:19][CH:20]=1)[CH3:5])=[N+:2]=[N-:3], predict the reactants needed to synthesize it. The reactants are: [N:1]([CH:4]([C:6]1[CH:7]=[CH:8][C:9](F)=[N:10][CH:11]=1)[CH3:5])=[N+:2]=[N-:3].[S:13]1[CH:17]=[CH:16][C:15]2[CH:18]=[CH:19][CH:20]=[C:21](C3C=CN=CC=3C(O)C)[C:14]1=2. (4) Given the product [C:22]([O:21][C:19]([N:2]1[CH2:7][CH2:6][CH:5]([CH2:8][C:9]([O:11][CH2:12][CH3:13])=[O:10])[CH2:4][CH2:3]1)=[O:20])([CH3:25])([CH3:24])[CH3:23], predict the reactants needed to synthesize it. The reactants are: Cl.[NH:2]1[CH2:7][CH2:6][CH:5]([CH2:8][C:9]([O:11][CH2:12][CH3:13])=[O:10])[CH2:4][CH2:3]1.C(=O)([O-])O.[Na+].[C:19](O[C:19]([O:21][C:22]([CH3:25])([CH3:24])[CH3:23])=[O:20])([O:21][C:22]([CH3:25])([CH3:24])[CH3:23])=[O:20].C(=O)([O-])[O-].[K+].[K+]. (5) The reactants are: C(=O)([O-])[O-].[Cs+].[Cs+].C1C=CC(P(C2C=CC3C(=CC=CC=3)C=2C2C3C(=CC=CC=3)C=CC=2P(C2C=CC=CC=2)C2C=CC=CC=2)C2C=CC=CC=2)=CC=1.[Cl:53][C:54]1[N:55]=[CH:56][CH:57]=[C:58]2[C:62]([CH3:63])=[C:61]([CH3:64])[N:60]([CH2:65][CH:66]([CH3:68])[CH3:67])[C:59]=12.[CH3:69][C:70]1[CH:77]=[CH:76][C:73]([CH2:74][NH2:75])=[CH:72][CH:71]=1. Given the product [ClH:53].[CH2:65]([N:60]1[C:59]2=[C:54]([NH:75][CH2:74][C:73]3[CH:76]=[CH:77][C:70]([CH3:69])=[CH:71][CH:72]=3)[N:55]=[CH:56][CH:57]=[C:58]2[C:62]([CH3:63])=[C:61]1[CH3:64])[CH:66]([CH3:68])[CH3:67], predict the reactants needed to synthesize it. (6) The reactants are: [Br:1][C:2]1[CH:3]=[C:4]2[C:8](=[CH:9][CH:10]=1)[NH:7][N:6]=[C:5]2[CH3:11].CC(C)([O-])C.[K+].[CH3:18][O:19][C:20]1[CH:27]=[CH:26][C:23]([CH2:24]Cl)=[CH:22][CH:21]=1.C(OCC)(=O)C. Given the product [Br:1][C:2]1[CH:3]=[C:4]2[C:8](=[CH:9][CH:10]=1)[N:7]([CH2:24][C:23]1[CH:26]=[CH:27][C:20]([O:19][CH3:18])=[CH:21][CH:22]=1)[N:6]=[C:5]2[CH3:11], predict the reactants needed to synthesize it.